From a dataset of Reaction yield outcomes from USPTO patents with 853,638 reactions. Predict the reaction yield, written as a fraction of the theoretical maximum amount of product (1.0 means a 100% yield; for example, 0.34 means a 34% yield). (1) The reactants are C(=O)([O-])[O-].[K+].[K+].I[CH2:8][CH2:9][CH3:10].[CH2:11]([O:13][C:14]([C:16]1[N:17]=[C:18]([CH2:21][C:22]2[CH:27]=[CH:26][C:25]([Br:28])=[CH:24][CH:23]=2)[NH:19][CH:20]=1)=[O:15])[CH3:12].CN(C=O)C. The catalyst is CCOC(C)=O. The product is [CH2:11]([O:13][C:14]([C:16]1[N:17]=[C:18]([CH2:21][C:22]2[CH:23]=[CH:24][C:25]([Br:28])=[CH:26][CH:27]=2)[N:19]([CH2:8][CH2:9][CH3:10])[CH:20]=1)=[O:15])[CH3:12].[CH2:11]([O:13][C:14]([C:16]1[N:17]([CH2:8][CH2:9][CH3:10])[C:18]([CH2:21][C:22]2[CH:23]=[CH:24][C:25]([Br:28])=[CH:26][CH:27]=2)=[N:19][CH:20]=1)=[O:15])[CH3:12]. The yield is 0.336. (2) The product is [C:21]([NH:18][C:5]1[C:6]2[C:11](=[CH:10][CH:9]=[CH:8][CH:7]=2)[CH:12]=[C:3]([O:2][CH3:1])[CH:4]=1)([O:47][CH2:40][C:41]1[CH:46]=[CH:45][CH:44]=[CH:43][CH:42]=1)=[O:30]. The yield is 1.00. The reactants are [CH3:1][O:2][C:3]1[C:4](C(O)=O)=[CH:5][C:6]2[C:11]([CH:12]=1)=[CH:10][CH:9]=[CH:8][CH:7]=2.CC[N:18]([CH2:21]C)CC.C1C=CC(P(N=[N+]=[N-])(C2C=CC=CC=2)=[O:30])=CC=1.[CH2:40]([OH:47])[C:41]1[CH:46]=[CH:45][CH:44]=[CH:43][CH:42]=1. The catalyst is C1(C)C=CC=CC=1. (3) The product is [CH3:1][O:2][C:3](=[O:25])[CH2:4][C:5]1[C:14]([CH3:15])=[C:13]([C:59]2[CH:58]=[CH:57][C:56]([S:53](=[O:54])(=[O:55])[NH:52][CH2:51][C:50]3[CH:49]=[CH:48][C:47]([O:46][CH3:45])=[CH:66][CH:65]=3)=[CH:61][CH:60]=2)[C:12]2[C:7](=[CH:8][CH:9]=[C:10]([Cl:24])[CH:11]=2)[CH:6]=1. The reactants are [CH3:1][O:2][C:3](=[O:25])[CH2:4][C:5]1[C:14]([CH3:15])=[C:13](OS(C(F)(F)F)(=O)=O)[C:12]2[C:7](=[CH:8][CH:9]=[C:10]([Cl:24])[CH:11]=2)[CH:6]=1.C1(P(C2C=CC=CC=2)C2C=CC=CC=2)C=CC=CC=1.[CH3:45][O:46][C:47]1[CH:66]=[CH:65][C:50]([CH2:51][NH:52][S:53]([C:56]2[CH:61]=[CH:60][C:59](B(O)O)=[CH:58][CH:57]=2)(=[O:55])=[O:54])=[CH:49][CH:48]=1.C(=O)([O-])[O-].[Na+].[Na+]. The catalyst is C(COC)OC.C([O-])(=O)C.[Pd+2].C([O-])(=O)C.O. The yield is 0.700.